This data is from Full USPTO retrosynthesis dataset with 1.9M reactions from patents (1976-2016). The task is: Predict the reactants needed to synthesize the given product. (1) Given the product [C:28]([O:27][C:26](=[O:32])[NH:25][CH2:24][CH2:23][CH2:22][NH:21][C:5]1[CH:4]=[C:3]([O:2][CH3:1])[C:12]2[C:7](=[CH:8][CH:9]=[CH:10][CH:11]=2)[N:6]=1)([CH3:31])([CH3:29])[CH3:30], predict the reactants needed to synthesize it. The reactants are: [CH3:1][O:2][C:3]1[C:12]2[C:7](=[CH:8][CH:9]=[CH:10][CH:11]=2)[N:6]=[C:5](OS(C(F)(F)F)(=O)=O)[CH:4]=1.[NH2:21][CH2:22][CH2:23][CH2:24][NH:25][C:26](=[O:32])[O:27][C:28]([CH3:31])([CH3:30])[CH3:29].C(N(C(C)C)CC)(C)C. (2) Given the product [N:10]1([C:15]2[CH:22]=[CH:21][C:18]([CH:19]=[C:3]([C:2](=[O:1])[CH2:8][CH3:9])[C:4]([O:6][CH3:7])=[O:5])=[CH:17][CH:16]=2)[CH:14]=[CH:13][CH:12]=[N:11]1, predict the reactants needed to synthesize it. The reactants are: [O:1]=[C:2]([CH2:8][CH3:9])[CH2:3][C:4]([O:6][CH3:7])=[O:5].[N:10]1([C:15]2[CH:22]=[CH:21][C:18]([CH:19]=O)=[CH:17][CH:16]=2)[CH:14]=[CH:13][CH:12]=[N:11]1.N1CCCCC1.C(O)(=O)C. (3) Given the product [CH3:3][CH:2]([C:4]1[C:13]2[O:12][CH2:11][CH2:10][N:9]([C:14]([O:16][C:17]([CH3:19])([CH3:18])[CH3:20])=[O:15])[CH2:8][C:7]=2[S:6][CH:5]=1)[CH3:1], predict the reactants needed to synthesize it. The reactants are: [CH3:1][C:2]([C:4]1[C:13]2[O:12][CH2:11][CH2:10][N:9]([C:14]([O:16][C:17]([CH3:20])([CH3:19])[CH3:18])=[O:15])[CH2:8][C:7]=2[S:6][CH:5]=1)=[CH2:3]. (4) Given the product [OH:1][CH2:2][CH2:3][N+:4]([CH3:7])([CH3:6])[CH3:5].[F:35][CH:9]([F:8])[CH2:10][NH:11][C:12]([C:13]1[CH:18]=[CH:17][C:16]([N:19]2[C:32]([O-:33])=[C:22]3[N:23]=[N:24][C:25]4[C:26]([F:31])=[CH:27][CH:28]=[CH:29][C:30]=4[C:21]3=[N:20]2)=[CH:15][CH:14]=1)=[O:34], predict the reactants needed to synthesize it. The reactants are: [OH:1][CH2:2][CH2:3][N+:4]([CH3:7])([CH3:6])[CH3:5].[F:8][CH:9]([F:35])[CH2:10][NH:11][C:12](=[O:34])[C:13]1[CH:18]=[CH:17][C:16]([N:19]2[C:32](=[O:33])[C:22]3[N:23]=[N:24][C:25]4[C:26]([F:31])=[CH:27][CH:28]=[CH:29][C:30]=4[C:21]=3[NH:20]2)=[CH:15][CH:14]=1. (5) Given the product [Cl:1][C:2]1[CH:3]=[C:4]([O:13][CH3:14])[C:5]2[O:12][C:9]([CH2:11][OH:20])([CH3:10])[CH2:8][C:6]=2[CH:7]=1, predict the reactants needed to synthesize it. The reactants are: [Cl:1][C:2]1[CH:7]=[C:6]([CH2:8][C:9]([CH3:11])=[CH2:10])[C:5]([OH:12])=[C:4]([O:13][CH3:14])[CH:3]=1.ClC1C=C(C=CC=1)C(OO)=[O:20].C(=O)([O-])[O-].[K+].[K+].ClC1C2OC(CO)CC=2C(C(F)(F)F)=CC=1. (6) Given the product [F:1][C:2]1[CH:15]=[CH:14][C:5]([O:6][CH2:7][C:8]([OH:10])=[O:9])=[C:4]([CH3:16])[C:3]=1[NH:17][CH2:18][C:19]1[CH:24]=[C:23]([C:25]2[CH:30]=[CH:29][CH:28]=[C:27]([F:31])[CH:26]=2)[CH:22]=[C:21]([CH3:32])[C:20]=1[CH3:33], predict the reactants needed to synthesize it. The reactants are: [F:1][C:2]1[CH:15]=[CH:14][C:5]([O:6][CH2:7][C:8]([O:10]C(C)C)=[O:9])=[C:4]([CH3:16])[C:3]=1[NH:17][CH2:18][C:19]1[CH:24]=[C:23]([C:25]2[CH:30]=[CH:29][CH:28]=[C:27]([F:31])[CH:26]=2)[CH:22]=[C:21]([CH3:32])[C:20]=1[CH3:33].[OH-].[Na+]. (7) Given the product [C:24]([C:21]1[CH:20]=[CH:19][C:18]([N:12]2[C:13](=[O:17])[C:14]([CH3:16])([CH3:15])[N:10]([CH2:9][C:7]3[CH:6]=[CH:5][N:4]=[C:3]([NH:2][C:33]4[CH:32]=[N:31][C:30]([Cl:29])=[CH:35][CH:34]=4)[CH:8]=3)[C:11]2=[O:28])=[CH:23][CH:22]=1)([CH3:27])([CH3:26])[CH3:25], predict the reactants needed to synthesize it. The reactants are: Cl.[NH2:2][C:3]1[CH:8]=[C:7]([CH2:9][N:10]2[C:14]([CH3:16])([CH3:15])[C:13](=[O:17])[N:12]([C:18]3[CH:23]=[CH:22][C:21]([C:24]([CH3:27])([CH3:26])[CH3:25])=[CH:20][CH:19]=3)[C:11]2=[O:28])[CH:6]=[CH:5][N:4]=1.[Cl:29][C:30]1[CH:35]=[CH:34][C:33](I)=[CH:32][N:31]=1.C(=O)([O-])[O-].[Cs+].[Cs+].CC1(C)C2C=CC(P(C3C=CC=CC=3)C3C=CC=CC=3)=CC=2OC2C1=CC=C(P(C1C=CC=CC=1)C1C=CC=CC=1)C=2. (8) Given the product [CH3:33][C:34]1[O:1][N:2]=[C:3]([C:5]2[CH:6]=[C:7]([CH:8]=[CH:9][CH:10]=2)[CH2:11][N:12]2[C:20]3[C:15](=[CH:16][CH:17]=[CH:18][CH:19]=3)[C:14]3([CH2:24][O:23][C:22]4[CH:25]=[C:26]5[C:30](=[CH:31][C:21]3=4)[CH2:29][CH2:28][O:27]5)[C:13]2=[O:32])[N:4]=1, predict the reactants needed to synthesize it. The reactants are: [OH:1][N:2]=[C:3]([C:5]1[CH:10]=[CH:9][CH:8]=[C:7]([CH2:11][N:12]2[C:20]3[C:15](=[CH:16][CH:17]=[CH:18][CH:19]=3)[C:14]3([CH2:24][O:23][C:22]4[CH:25]=[C:26]5[C:30](=[CH:31][C:21]3=4)[CH2:29][CH2:28][O:27]5)[C:13]2=[O:32])[CH:6]=1)[NH2:4].[C:33](Cl)(=O)[CH3:34]. (9) Given the product [F:1][C:2]1[CH:3]=[C:4]2[C:9](=[CH:10][CH:11]=1)[N:8]=[C:7]([C:12]1[CH:17]=[C:16]([O:18][CH3:19])[C:15]([O:20][CH3:21])=[C:14]([O:22][CH3:23])[CH:13]=1)[N:6]=[C:5]2[C:24]([N:33]1[CH2:32][CH2:31][C:30]2[C:35](=[CH:36][CH:37]=[C:38]([O:39][CH3:40])[C:29]=2[OH:28])[CH2:34]1)=[O:25], predict the reactants needed to synthesize it. The reactants are: [F:1][C:2]1[CH:3]=[C:4]2[C:9](=[CH:10][CH:11]=1)[N:8]=[C:7]([C:12]1[CH:17]=[C:16]([O:18][CH3:19])[C:15]([O:20][CH3:21])=[C:14]([O:22][CH3:23])[CH:13]=1)[N:6]=[C:5]2[C:24](O)=[O:25].Cl.[OH:28][C:29]1[C:38]([O:39][CH3:40])=[CH:37][CH:36]=[C:35]2[C:30]=1[CH2:31][CH2:32][NH:33][CH2:34]2.